This data is from Catalyst prediction with 721,799 reactions and 888 catalyst types from USPTO. The task is: Predict which catalyst facilitates the given reaction. (1) Reactant: C1(C=CC(C2C=CC=CC=2)=O)C=CC=CC=1.[CH3:17][O:18][C:19]1[CH:24]=[CH:23][C:22]([CH:25]=[CH:26][C:27]([C:29]2[CH:34]=[CH:33][CH:32]=[CH:31][CH:30]=2)=O)=[CH:21][CH:20]=1.Cl.[NH:36]([C:38]1[CH:43]=[CH:42][C:41]([S:44]([NH2:47])(=[O:46])=[O:45])=[CH:40][CH:39]=1)[NH2:37].CC(O)=O. Product: [CH3:17][O:18][C:19]1[CH:24]=[CH:23][C:22]([CH:25]2[N:36]([C:38]3[CH:43]=[CH:42][C:41]([S:44]([NH2:47])(=[O:45])=[O:46])=[CH:40][CH:39]=3)[N:37]=[C:27]([C:29]3[CH:34]=[CH:33][CH:32]=[CH:31][CH:30]=3)[CH2:26]2)=[CH:21][CH:20]=1. The catalyst class is: 14. (2) Reactant: [CH:1]([OH:3])=[O:2].[F:4][CH:5]([F:36])[O:6][C:7]1[CH:12]=[CH:11][CH:10]=[CH:9][C:8]=1[CH2:13][C:14]1[N:18]2[CH:19]=[C:20]([C:24]3[CH:25]=[N:26][C:27]([C:30]4([OH:34])[CH2:33][NH:32][CH2:31]4)=[N:28][CH:29]=3)[C:21]([F:23])=[CH:22][C:17]2=[N:16][C:15]=1[CH3:35].C=O.[C:39](O[BH-](OC(=O)C)OC(=O)C)(=O)C.[Na+].C(=O)(O)[O-].[Na+]. Product: [CH:1]([OH:3])=[O:2].[F:36][CH:5]([F:4])[O:6][C:7]1[CH:12]=[CH:11][CH:10]=[CH:9][C:8]=1[CH2:13][C:14]1[N:18]2[CH:19]=[C:20]([C:24]3[CH:25]=[N:26][C:27]([C:30]4([OH:34])[CH2:33][N:32]([CH3:39])[CH2:31]4)=[N:28][CH:29]=3)[C:21]([F:23])=[CH:22][C:17]2=[N:16][C:15]=1[CH3:35]. The catalyst class is: 212. (3) Reactant: [Cl:1][C:2]1[CH:3]=[C:4]([CH:26]=[CH:27][CH:28]=1)[CH2:5][N:6]1[CH2:11][CH2:10][CH2:9][C@@H:8]([NH:12][C:13]2[N:14]=[CH:15][C:16](/[CH:19]=[CH:20]/[C:21]([O:23]CC)=[O:22])=[N:17][CH:18]=2)[CH2:7]1.[OH-].[Na+].Cl. Product: [Cl:1][C:2]1[CH:3]=[C:4]([CH:26]=[CH:27][CH:28]=1)[CH2:5][N:6]1[CH2:11][CH2:10][CH2:9][C@@H:8]([NH:12][C:13]2[N:14]=[CH:15][C:16](/[CH:19]=[CH:20]/[C:21]([OH:23])=[O:22])=[N:17][CH:18]=2)[CH2:7]1. The catalyst class is: 14. (4) Reactant: [C:1]([O:5][C:6]([N:8]1[CH2:15][CH:14]2[N:16]([C:17]([O:19][C:20]([CH3:23])([CH3:22])[CH3:21])=[O:18])[CH:10]([CH2:11][C:12]([C:39]3[S:43][C:42]([O:44][CH2:45][CH2:46][O:47][Si](C(C)(C)C)(C)C)=[N:41][CH:40]=3)=[C:13]2[C:24](=[O:38])[N:25]([CH:35]2[CH2:37][CH2:36]2)[CH2:26][C:27]2[CH:32]=[CH:31][CH:30]=[C:29]([Cl:33])[C:28]=2[Cl:34])[CH2:9]1)=[O:7])([CH3:4])([CH3:3])[CH3:2].C1(C)C=CC(S(O)(=O)=O)=CC=1.C([O-])([O-])=O.[Na+].[Na+]. Product: [C:1]([O:5][C:6]([N:8]1[CH2:15][CH:14]2[N:16]([C:17]([O:19][C:20]([CH3:23])([CH3:22])[CH3:21])=[O:18])[CH:10]([CH2:11][C:12]([C:39]3[S:43][C:42]([O:44][CH2:45][CH2:46][OH:47])=[N:41][CH:40]=3)=[C:13]2[C:24](=[O:38])[N:25]([CH:35]2[CH2:37][CH2:36]2)[CH2:26][C:27]2[CH:32]=[CH:31][CH:30]=[C:29]([Cl:33])[C:28]=2[Cl:34])[CH2:9]1)=[O:7])([CH3:2])([CH3:3])[CH3:4]. The catalyst class is: 5. (5) Reactant: [C:1]([NH:8][CH2:9][C@H:10]1[CH2:15][CH2:14][C@H:13]([OH:16])[CH2:12][CH2:11]1)([O:3][C:4]([CH3:7])([CH3:6])[CH3:5])=[O:2].[H-].[Na+].Cl[C:20]1[N:25]=[C:24]([C:26]2[CH:35]=[CH:34][C:33]3[C:28](=[CH:29][CH:30]=[CH:31][CH:32]=3)[CH:27]=2)[CH:23]=[CH:22][N:21]=1.O. Product: [CH:27]1[C:28]2[C:33](=[CH:32][CH:31]=[CH:30][CH:29]=2)[CH:34]=[CH:35][C:26]=1[C:24]1[CH:23]=[CH:22][N:21]=[C:20]([O:16][C@H:13]2[CH2:14][CH2:15][C@H:10]([CH2:9][NH:8][C:1](=[O:2])[O:3][C:4]([CH3:6])([CH3:7])[CH3:5])[CH2:11][CH2:12]2)[N:25]=1. The catalyst class is: 39.